From a dataset of Catalyst prediction with 721,799 reactions and 888 catalyst types from USPTO. Predict which catalyst facilitates the given reaction. Reactant: F[C:2]1[CH:9]=[CH:8][C:5]([C:6]#[N:7])=[C:4]([C:10]([F:13])([F:12])[F:11])[CH:3]=1.[CH2:14]([C:18]1[N:19]=[C:20]([C:25]2[CH:30]=[CH:29][C:28]([C:31]([F:34])([F:33])[F:32])=[CH:27][CH:26]=2)[S:21][C:22]=1[CH2:23][OH:24])[CH2:15][CH2:16][CH3:17].C(=O)([O-])[O-].[Cs+].[Cs+]. Product: [CH2:14]([C:18]1[N:19]=[C:20]([C:25]2[CH:30]=[CH:29][C:28]([C:31]([F:33])([F:34])[F:32])=[CH:27][CH:26]=2)[S:21][C:22]=1[CH2:23][O:24][C:2]1[CH:9]=[CH:8][C:5]([C:6]#[N:7])=[C:4]([C:10]([F:13])([F:12])[F:11])[CH:3]=1)[CH2:15][CH2:16][CH3:17]. The catalyst class is: 9.